From a dataset of Reaction yield outcomes from USPTO patents with 853,638 reactions. Predict the reaction yield, written as a fraction of the theoretical maximum amount of product (1.0 means a 100% yield; for example, 0.34 means a 34% yield). (1) The reactants are [Cl-].O[NH3+:3].[C:4](=[O:7])([O-])[OH:5].[Na+].CS(C)=O.[Si]([O:20][CH:21]([C:52]([CH3:55])([CH3:54])[CH3:53])[CH2:22][N:23]1[C:28](=[O:29])[C:27]([CH2:30][C:31]2[CH:36]=[CH:35][C:34]([C:37]3[C:38]([C:43]#[N:44])=[CH:39][CH:40]=[CH:41][CH:42]=3)=[CH:33][CH:32]=2)=[C:26]([CH2:45][CH2:46][CH3:47])[N:25]2[N:48]=[C:49]([CH3:51])[N:50]=[C:24]12)(C(C)(C)C)(C)C. The catalyst is O.C(OCC)(=O)C. The product is [OH:20][CH:21]([C:52]([CH3:55])([CH3:54])[CH3:53])[CH2:22][N:23]1[C:28](=[O:29])[C:27]([CH2:30][C:31]2[CH:32]=[CH:33][C:34]([C:37]3[CH:42]=[CH:41][CH:40]=[CH:39][C:38]=3[C:43]3[NH:44][C:4](=[O:7])[O:5][N:3]=3)=[CH:35][CH:36]=2)=[C:26]([CH2:45][CH2:46][CH3:47])[N:25]2[N:48]=[C:49]([CH3:51])[N:50]=[C:24]12. The yield is 0.720. (2) The reactants are [F:1][C:2]1([F:31])[O:6][C:5]2[CH:7]=[CH:8][C:9]([C:11]3([C:14]([NH:16][C:17]4[CH:22]=[CH:21][C:20]([CH3:23])=[C:19]([C:24]5[CH:29]=[CH:28][C:27](=[O:30])[NH:26][CH:25]=5)[N:18]=4)=[O:15])[CH2:13][CH2:12]3)=[CH:10][C:4]=2[O:3]1.Cl[CH2:33][C@@H:34]1[CH2:38][O:37]C(C)(C)[O:35]1.C(=O)([O-])[O-].[K+].[K+].CN(C)C=O. The catalyst is ClCCl. The product is [F:31][C:2]1([F:1])[O:6][C:5]2[CH:7]=[CH:8][C:9]([C:11]3([C:14]([NH:16][C:17]4[CH:22]=[CH:21][C:20]([CH3:23])=[C:19]([C:24]5[CH:29]=[CH:28][C:27](=[O:30])[N:26]([CH2:33][C@@H:34]([OH:35])[CH2:38][OH:37])[CH:25]=5)[N:18]=4)=[O:15])[CH2:13][CH2:12]3)=[CH:10][C:4]=2[O:3]1. The yield is 0.270.